This data is from Full USPTO retrosynthesis dataset with 1.9M reactions from patents (1976-2016). The task is: Predict the reactants needed to synthesize the given product. (1) Given the product [F:18][C:19]1[CH:24]=[C:23]([C:8]2[CH:9]=[CH:10][C:11]3[O:15][CH2:14][C:13](=[O:16])[C:12]=3[CH:17]=2)[CH:22]=[CH:21][CH:20]=1, predict the reactants needed to synthesize it. The reactants are: C(=O)([O-])[O-].[Cs+].[Cs+].Br[C:8]1[CH:9]=[CH:10][C:11]2[O:15][CH2:14][C:13](=[O:16])[C:12]=2[CH:17]=1.[F:18][C:19]1[CH:20]=[C:21](B(O)O)[CH:22]=[CH:23][CH:24]=1.C1(C)C=CC=CC=1. (2) The reactants are: [C:1]1([CH2:7][O:8][CH2:9][C:10]2[O:14][C:13]([CH2:15]O)=[N:12][CH:11]=2)[CH:6]=[CH:5][CH:4]=[CH:3][CH:2]=1.C1C=CC(P(C2C=CC=CC=2)C2C=CC=CC=2)=CC=1.C(Cl)(Cl)(Cl)[Cl:37]. Given the product [Cl:37][CH2:15][C:13]1[O:14][C:10]([CH2:9][O:8][CH2:7][C:1]2[CH:6]=[CH:5][CH:4]=[CH:3][CH:2]=2)=[CH:11][N:12]=1, predict the reactants needed to synthesize it.